The task is: Regression. Given two drug SMILES strings and cell line genomic features, predict the synergy score measuring deviation from expected non-interaction effect.. This data is from NCI-60 drug combinations with 297,098 pairs across 59 cell lines. (1) Drug 1: C1=CC(=CC=C1CCCC(=O)O)N(CCCl)CCCl. Drug 2: CCC1(C2=C(COC1=O)C(=O)N3CC4=CC5=C(C=CC(=C5CN(C)C)O)N=C4C3=C2)O.Cl. Cell line: DU-145. Synergy scores: CSS=61.4, Synergy_ZIP=-4.27, Synergy_Bliss=-3.23, Synergy_Loewe=-1.81, Synergy_HSA=-0.701. (2) Drug 1: CC(CN1CC(=O)NC(=O)C1)N2CC(=O)NC(=O)C2. Drug 2: CCN(CC)CCCC(C)NC1=C2C=C(C=CC2=NC3=C1C=CC(=C3)Cl)OC. Cell line: NCI-H460. Synergy scores: CSS=57.0, Synergy_ZIP=11.0, Synergy_Bliss=10.6, Synergy_Loewe=12.3, Synergy_HSA=13.0. (3) Drug 1: C1CC(=O)NC(=O)C1N2CC3=C(C2=O)C=CC=C3N. Drug 2: C1CCC(C(C1)N)N.C(=O)(C(=O)[O-])[O-].[Pt+4]. Cell line: OVCAR3. Synergy scores: CSS=2.84, Synergy_ZIP=-3.13, Synergy_Bliss=-6.41, Synergy_Loewe=-9.10, Synergy_HSA=-5.47. (4) Drug 1: CN1CCC(CC1)COC2=C(C=C3C(=C2)N=CN=C3NC4=C(C=C(C=C4)Br)F)OC. Drug 2: CC(C)NC(=O)C1=CC=C(C=C1)CNNC.Cl. Cell line: EKVX. Synergy scores: CSS=17.0, Synergy_ZIP=-1.75, Synergy_Bliss=-1.04, Synergy_Loewe=-35.9, Synergy_HSA=-1.36. (5) Drug 1: C1CN1C2=NC(=NC(=N2)N3CC3)N4CC4. Drug 2: CC(CN1CC(=O)NC(=O)C1)N2CC(=O)NC(=O)C2. Cell line: T-47D. Synergy scores: CSS=37.6, Synergy_ZIP=-1.32, Synergy_Bliss=0.264, Synergy_Loewe=-11.6, Synergy_HSA=1.23. (6) Drug 1: CN1C(=O)N2C=NC(=C2N=N1)C(=O)N. Drug 2: C1CNP(=O)(OC1)N(CCCl)CCCl. Cell line: KM12. Synergy scores: CSS=1.27, Synergy_ZIP=1.62, Synergy_Bliss=2.33, Synergy_Loewe=-0.964, Synergy_HSA=-0.543.